Predict the reactants needed to synthesize the given product. From a dataset of Retrosynthesis with 50K atom-mapped reactions and 10 reaction types from USPTO. (1) Given the product COc1ccccc1COc1cc(COC2CN(C(=O)OC(C)(C)C)CCC2c2ccc(OCCOC(=O)c3ccccc3)cc2)cc2ccccc12, predict the reactants needed to synthesize it. The reactants are: COc1ccccc1COc1cc(COC2CN(C(=O)OC(C)(C)C)CCC2c2ccc(OCCO)cc2)cc2ccccc12.O=C(Cl)c1ccccc1. (2) Given the product CC(=O)OC(C)(C)C(=O)NS(=O)(=O)Cc1cc(Cl)ccc1OCC(=O)N1C[C@H](C)N(Cc2ccc(F)cc2)C[C@H]1C, predict the reactants needed to synthesize it. The reactants are: CC(=O)OC(C)(C)C(=O)Cl.C[C@H]1CN(C(=O)COc2ccc(Cl)cc2CS(N)(=O)=O)[C@H](C)CN1Cc1ccc(F)cc1. (3) Given the product Brc1cncc(-c2cnc3c(c2)CCCN3)c1, predict the reactants needed to synthesize it. The reactants are: CC(C)(C)OC(=O)N1CCCc2cc(-c3cncc(Br)c3)cnc21.